Task: Predict which catalyst facilitates the given reaction.. Dataset: Catalyst prediction with 721,799 reactions and 888 catalyst types from USPTO Reactant: N([C:10]([O:12][C:13]([CH3:16])([CH3:15])[CH3:14])=O)N[C:10]([O:12][C:13]([CH3:16])([CH3:15])[CH3:14])=O.[Cl:17][C:18]1[CH:19]=[C:20]([CH:33]=[CH:34][C:35]=1[O:36][CH2:37][C:38]1[CH:43]=[CH:42][CH:41]=[CH:40][N:39]=1)[NH:21][C:22]1[C:31]2[C:26](=[CH:27][CH:28]=[CH:29]C=2O)[N:25]=[CH:24][N:23]=1.[CH3:44][N:45](C)[C:46](C)(C)CO.C1(P(C2C=CC=CC=2)C2C=CC=CC=2)C=CC=CC=1. Product: [Cl:17][C:18]1[CH:19]=[C:20]([NH:21][C:22]2[C:31]3[C:26](=[CH:27][CH:28]=[CH:29][C:10]=3[O:12][C:13]([CH3:14])([CH3:15])[CH2:16][N:45]([CH3:46])[CH3:44])[N:25]=[CH:24][N:23]=2)[CH:33]=[CH:34][C:35]=1[O:36][CH2:37][C:38]1[CH:43]=[CH:42][CH:41]=[CH:40][N:39]=1. The catalyst class is: 2.